From a dataset of Catalyst prediction with 721,799 reactions and 888 catalyst types from USPTO. Predict which catalyst facilitates the given reaction. (1) Reactant: [CH3:1][O:2][C:3]1[CH:29]=[CH:28][C:6]([CH2:7][O:8][C:9]([C:11]2([C:16]([O:18][CH2:19][C:20]3[CH:25]=[CH:24][C:23]([O:26][CH3:27])=[CH:22][CH:21]=3)=[O:17])[CH2:14][CH:13](O)[CH2:12]2)=[O:10])=[CH:5][CH:4]=1.[C:30]1(=[O:53])[N:34]([CH2:35][CH2:36][O:37][CH2:38][CH2:39][O:40][CH2:41][CH2:42][O:43][CH2:44][CH2:45][O:46][CH2:47][CH2:48][C:49](O)=[O:50])[C:33](=[O:52])[CH:32]=[CH:31]1.C(N(CC)CC)C.[I-].ClC1C=CC=C[N+]=1C. Product: [CH3:27][O:26][C:23]1[CH:24]=[CH:25][C:20]([CH2:19][O:18][C:16]([C:11]2([C:9]([O:8][CH2:7][C:6]3[CH:28]=[CH:29][C:3]([O:2][CH3:1])=[CH:4][CH:5]=3)=[O:10])[CH2:12][CH:13]([C:49](=[O:50])[CH2:48][CH2:47][O:46][CH2:45][CH2:44][O:43][CH2:42][CH2:41][O:40][CH2:39][CH2:38][O:37][CH2:36][CH2:35][N:34]3[C:30](=[O:53])[CH:31]=[CH:32][C:33]3=[O:52])[CH2:14]2)=[O:17])=[CH:21][CH:22]=1. The catalyst class is: 4. (2) Reactant: [C:1]([O:4][C@H:5]1[C@H:24]([O:25][C:26](=[O:28])[CH3:27])[C@@H:23]([CH2:29][O:30][Si](C(C)(C)C)(C)C)[O:22][C@H:7]([O:8][CH2:9][CH2:10][NH:11][C:12]([O:14][CH2:15][C:16]2[CH:21]=[CH:20][CH:19]=[CH:18][CH:17]=2)=[O:13])[C@H:6]1[N:38]=[N+:39]=[N-:40])(=[O:3])[CH3:2]. Product: [C:1]([O:4][C@H:5]1[C@H:24]([O:25][C:26](=[O:28])[CH3:27])[C@@H:23]([CH2:29][OH:30])[O:22][C@H:7]([O:8][CH2:9][CH2:10][NH:11][C:12]([O:14][CH2:15][C:16]2[CH:21]=[CH:20][CH:19]=[CH:18][CH:17]=2)=[O:13])[C@H:6]1[N:38]=[N+:39]=[N-:40])(=[O:3])[CH3:2]. The catalyst class is: 1. (3) Reactant: [CH3:1][C:2]1[C:7]([N+:8]([O-:10])=[O:9])=[CH:6][N:5]=[C:4](N)[CH:3]=1.N([O-])=[O:13].[Na+].[OH-].[Na+]. Product: [CH3:1][C:2]1[C:7]([N+:8]([O-:10])=[O:9])=[CH:6][N:5]=[C:4]([OH:13])[CH:3]=1. The catalyst class is: 445. (4) Reactant: [CH3:1][C:2]1[N:6]=[C:5]([NH2:7])[S:4][N:3]=1.[O:8]1[C:12]2[CH:13]=[CH:14][C:15]([C:17]3[S:18][CH:19]=[C:20]([C:22](O)=[O:23])[N:21]=3)=[CH:16][C:11]=2[CH2:10][CH2:9]1.CN(C(ON1N=NC2C=CC=CC1=2)=[N+](C)C)C.F[P-](F)(F)(F)(F)F.CCN(C(C)C)C(C)C. Product: [O:8]1[C:12]2[CH:13]=[CH:14][C:15]([C:17]3[S:18][CH:19]=[C:20]([C:22]([NH:7][C:5]4[S:4][N:3]=[C:2]([CH3:1])[N:6]=4)=[O:23])[N:21]=3)=[CH:16][C:11]=2[CH2:10][CH2:9]1. The catalyst class is: 2. (5) Reactant: [CH3:1][O:2][CH2:3][C:4]1[N:5]=[C:6]([NH2:9])[S:7][CH:8]=1.[Br:10]N1C(=O)CCC1=O. Product: [Br:10][C:8]1[S:7][C:6]([NH2:9])=[N:5][C:4]=1[CH2:3][O:2][CH3:1]. The catalyst class is: 10. (6) Reactant: ClC1C=CC=CC=1[C:8]1[CH:12]=[CH:11][S:10][C:9]=1[C:13]([NH:15][C:16]1[CH:21]=[C:20]([C:22](=[O:27])[NH:23][CH:24]2[CH2:26][CH2:25]2)[CH:19]=[CH:18][C:17]=1[CH3:28])=[O:14].[B:29]1(B2OC(C)(C)C(C)(C)O2)[O:33]C(C)(C)C(C)(C)[O:30]1.CC([O-])=O.[K+]. Product: [CH:24]1([NH:23][C:22]([C:20]2[CH:19]=[CH:18][C:17]([CH3:28])=[C:16]([NH:15][C:13]([C:9]3[S:10][C:11]([B:29]([OH:33])[OH:30])=[CH:12][CH:8]=3)=[O:14])[CH:21]=2)=[O:27])[CH2:26][CH2:25]1. The catalyst class is: 3. (7) Reactant: [C:1]1(=[O:14])[C:10]2[C:5](=[CH:6][CH:7]=[CH:8][CH:9]=2)C=[C:3](C(O)=O)[NH:2]1.F[P-](F)(F)(F)(F)F.[N:22]1(OC(N(C)C)=[N+](C)C)[C:26]2N=CC=[CH:30][C:25]=2N=N1.Cl.CN[O:42][CH3:43]. Product: [CH3:43][O:42][N:2]([CH3:3])[C:1]([C:10]1[CH:9]=[CH:8][CH:7]=[C:6]2[C:5]=1[N:22]=[CH:26][CH:25]=[CH:30]2)=[O:14]. The catalyst class is: 9.